Dataset: Catalyst prediction with 721,799 reactions and 888 catalyst types from USPTO. Task: Predict which catalyst facilitates the given reaction. (1) Reactant: F[C:2]1[CH:7]=[CH:6][C:5]([N+:8]([O-:10])=[O:9])=[CH:4][C:3]=1[F:11].C([O-])([O-])=O.[K+].[K+].[NH:18]1[C:26]2[C:21](=[CH:22][CH:23]=[CH:24][CH:25]=2)[CH:20]=[C:19]1[CH2:27][CH2:28][NH2:29]. Product: [NH:18]1[C:26]2[C:21](=[CH:22][CH:23]=[CH:24][CH:25]=2)[CH:20]=[C:19]1[CH2:27][CH2:28][NH:29][C:2]1[CH:7]=[CH:6][C:5]([N+:8]([O-:10])=[O:9])=[CH:4][C:3]=1[F:11]. The catalyst class is: 2. (2) Reactant: [CH2:1]([C:3]1[C:4]([C:18](OCC)=[O:19])=[N:5][N:6]([C:12]2[CH:17]=[CH:16][CH:15]=[CH:14][CH:13]=2)[C:7]=1[CH2:8][CH:9]([CH3:11])[CH3:10])[CH3:2].[H-].C([Al+]CC(C)C)C(C)C.CO.Cl. Product: [CH2:1]([C:3]1[C:4]([CH:18]=[O:19])=[N:5][N:6]([C:12]2[CH:17]=[CH:16][CH:15]=[CH:14][CH:13]=2)[C:7]=1[CH2:8][CH:9]([CH3:11])[CH3:10])[CH3:2]. The catalyst class is: 46. (3) Reactant: [CH2:1]([N:8]1[CH:13]2[CH2:14][CH2:15][CH:9]1[CH2:10][C:11](=[N:16]O)[CH2:12]2)[C:2]1[CH:7]=[CH:6][CH:5]=[CH:4][CH:3]=1.[Na]. Product: [CH2:1]([N:8]1[CH:9]2[CH2:15][CH2:14][CH:13]1[CH2:12][CH:11]([NH2:16])[CH2:10]2)[C:2]1[CH:3]=[CH:4][CH:5]=[CH:6][CH:7]=1. The catalyst class is: 709.